This data is from Reaction yield outcomes from USPTO patents with 853,638 reactions. The task is: Predict the reaction yield, written as a fraction of the theoretical maximum amount of product (1.0 means a 100% yield; for example, 0.34 means a 34% yield). (1) The reactants are [C:1]([C:3]1[CH:11]=[CH:10][C:6]([C:7]([NH2:9])=[O:8])=[CH:5][C:4]=1[N+:12]([O-])=O)#[CH:2].[Cl-].[NH4+]. The catalyst is [Fe].O1CCCC1. The product is [C:1]([C:3]1[CH:11]=[CH:10][C:6]([C:7]([NH2:9])=[O:8])=[CH:5][C:4]=1[NH2:12])#[CH:2]. The yield is 0.594. (2) The reactants are [O:1]([CH2:8][CH2:9][NH2:10])[C:2]1[CH:7]=[CH:6][CH:5]=[CH:4][CH:3]=1.[C:11]([N:15]1[C:19](=[O:20])[C:18](Cl)=[C:17]([C:22]2[CH:27]=[CH:26][CH:25]=[CH:24][CH:23]=2)[S:16]1(=[O:29])=[O:28])([CH3:14])([CH3:13])[CH3:12]. No catalyst specified. The product is [C:11]([N:15]1[C:19](=[O:20])[C:18]([NH:10][CH2:9][CH2:8][O:1][C:2]2[CH:7]=[CH:6][CH:5]=[CH:4][CH:3]=2)=[C:17]([C:22]2[CH:27]=[CH:26][CH:25]=[CH:24][CH:23]=2)[S:16]1(=[O:28])=[O:29])([CH3:14])([CH3:12])[CH3:13]. The yield is 0.130. (3) The reactants are Cl.Cl.[Cl:3][C:4]1[NH:5][C:6]([NH:13][CH2:14][C:15]2[S:16][CH:17]=[CH:18][N:19]=2)=[C:7]([F:12])[C:8](=[N:10][NH2:11])[N:9]=1.[CH:20]1([CH2:25][C@H:26]([CH2:30][N:31]([CH:39]=[O:40])[O:32][CH:33]2[CH2:38][CH2:37][CH2:36][CH2:35][O:34]2)[C:27](O)=[O:28])[CH2:24][CH2:23][CH2:22][CH2:21]1.CN1CCOCC1.C1C=NC2N(O)N=NC=2C=1.C(Cl)CCl. The catalyst is CN(C=O)C. The product is [Cl:3][C:4]1[N:9]=[C:8]([NH:10][NH:11][C:27](=[O:28])[C@H:26]([CH2:25][CH:20]2[CH2:21][CH2:22][CH2:23][CH2:24]2)[CH2:30][N:31]([O:32][CH:33]2[CH2:38][CH2:37][CH2:36][CH2:35][O:34]2)[CH:39]=[O:40])[C:7]([F:12])=[C:6]([NH:13][CH2:14][C:15]2[S:16][CH:17]=[CH:18][N:19]=2)[N:5]=1. The yield is 0.620. (4) The reactants are [OH:1][C@H:2]([C:30]1[CH:35]=[CH:34][C:33]([O:36][CH3:37])=[CH:32][CH:31]=1)[C@H:3]([NH:14][C:15](=[O:29])[C@@H:16]([NH:19][C:20](=[O:28])[CH2:21][N:22]1[CH2:27][CH2:26][O:25][CH2:24][CH2:23]1)[CH2:17][OH:18])[C:4]([O:6]CC1C=CC=CC=1)=[O:5]. The catalyst is C1COCC1.[Pd]. The product is [OH:1][C@H:2]([C:30]1[CH:31]=[CH:32][C:33]([O:36][CH3:37])=[CH:34][CH:35]=1)[C@H:3]([NH:14][C:15](=[O:29])[C@@H:16]([NH:19][C:20](=[O:28])[CH2:21][N:22]1[CH2:27][CH2:26][O:25][CH2:24][CH2:23]1)[CH2:17][OH:18])[C:4]([OH:6])=[O:5]. The yield is 0.420. (5) The reactants are Br[C:2]1[CH:6]=[CH:5][O:4][C:3]=1[CH:7]1[O:11][CH2:10][CH2:9][O:8]1.C([Li])(C)(C)C.CN([CH:20]=[O:21])C.O.O.C(O)(=O)C(O)=O. The catalyst is CCOCC.O. The product is [O:8]1[CH2:9][CH2:10][O:11][CH:7]1[C:3]1[O:4][CH:5]=[CH:6][C:2]=1[CH:20]=[O:21]. The yield is 0.680.